Dataset: Full USPTO retrosynthesis dataset with 1.9M reactions from patents (1976-2016). Task: Predict the reactants needed to synthesize the given product. (1) Given the product [CH2:16]([N:4]1[C:5](=[O:12])[C:6]2[C:11](=[CH:10][CH:9]=[CH:8][CH:7]=2)[N:2]([CH3:1])[C:3]1=[O:13])[CH:15]=[CH2:14], predict the reactants needed to synthesize it. The reactants are: [CH3:1][N:2]1[C:11]2[C:6](=[CH:7][CH:8]=[CH:9][CH:10]=2)[C:5](=[O:12])[NH:4][C:3]1=[O:13].[CH2:14](Br)[CH:15]=[CH2:16]. (2) Given the product [Cl:33][C:27]1[CH:26]=[C:25]([NH:24][C@@H:10]([C:11]2[O:12][C:13]([C:16]3[CH:17]=[CH:18][C:19]([C:22]#[N:23])=[CH:20][CH:21]=3)=[N:14][N:15]=2)[C@H:9]([OH:8])[CH3:34])[CH:32]=[CH:31][C:28]=1[C:29]#[N:30], predict the reactants needed to synthesize it. The reactants are: [Si]([O:8][C@H:9]([CH3:34])[C@@H:10]([NH:24][C:25]1[CH:32]=[CH:31][C:28]([C:29]#[N:30])=[C:27]([Cl:33])[CH:26]=1)[C:11]1[O:12][C:13]([C:16]2[CH:21]=[CH:20][C:19]([C:22]#[N:23])=[CH:18][CH:17]=2)=[N:14][N:15]=1)(C(C)(C)C)(C)C.CCCC[N+](CCCC)(CCCC)CCCC.[F-]. (3) Given the product [Cl:13][C:14]1[CH:19]=[CH:18][C:17]([CH2:20][CH2:21][NH:10][C:6]2[CH:7]=[CH:8][CH:9]=[C:4]([O:3][C:2]([F:11])([F:12])[F:1])[CH:5]=2)=[CH:16][CH:15]=1, predict the reactants needed to synthesize it. The reactants are: [F:1][C:2]([F:12])([F:11])[O:3][C:4]1[CH:5]=[C:6]([NH2:10])[CH:7]=[CH:8][CH:9]=1.[Cl:13][C:14]1[CH:19]=[CH:18][C:17]([CH2:20][C:21](O)=O)=[CH:16][CH:15]=1. (4) Given the product [N:9]12[CH2:17][C:13]([C:18]([O:20][CH2:21][CH3:22])=[O:19])([CH2:14][CH2:15][CH2:16]1)[CH2:12][CH2:11][CH2:10]2, predict the reactants needed to synthesize it. The reactants are: [Br-].C([N+:9]12[CH2:17][C:13]([C:18]([O:20][CH2:21][CH3:22])=[O:19])([CH2:14][CH2:15][CH2:16]1)[CH2:12][CH2:11][CH2:10]2)C1C=CC=CC=1.CCO.